From a dataset of Forward reaction prediction with 1.9M reactions from USPTO patents (1976-2016). Predict the product of the given reaction. (1) Given the reactants Cl[C:2]1[CH:7]=[CH:6][N:5]=[C:4]2[CH:8]=[CH:9][S:10][C:3]=12.O.O.[SH2:13].[Na].Cl, predict the reaction product. The product is: [S:10]1[C:3]2[C:4](=[N:5][CH:6]=[CH:7][C:2]=2[SH:13])[CH:8]=[CH:9]1. (2) Given the reactants [Cl:1][C:2]1[C:9]([Cl:10])=[C:8]([OH:11])[CH:7]=[CH:6][C:3]=1[CH:4]=[O:5].[F:12][C:13]([F:26])([F:25])[S:14](O[S:14]([C:13]([F:26])([F:25])[F:12])(=[O:16])=[O:15])(=[O:16])=[O:15].Cl.CCOCC, predict the reaction product. The product is: [Cl:1][C:2]1[C:9]([Cl:10])=[C:8]([O:11][S:14]([C:13]([F:26])([F:25])[F:12])(=[O:16])=[O:15])[CH:7]=[CH:6][C:3]=1[CH:4]=[O:5]. (3) Given the reactants [F:1][C:2]1[CH:3]=[C:4]2[C:9](=[CH:10][CH:11]=1)[C:8](OS(C(F)(F)F)(=O)=O)=[CH:7][CH:6]=[CH:5]2.[C:20]([N:27]1[CH2:32][CH2:31][NH:30][CH2:29][CH2:28]1)([O:22][C:23]([CH3:26])([CH3:25])[CH3:24])=[O:21].C1(P(C2CCCCC2)C2C=CC=CC=2C2C=CC=CC=2)CCCCC1.CC(C)([O-])C.[Na+], predict the reaction product. The product is: [C:23]([O:22][C:20]([N:27]1[CH2:32][CH2:31][N:30]([C:8]2[C:9]3[C:4](=[CH:3][C:2]([F:1])=[CH:11][CH:10]=3)[CH:5]=[CH:6][CH:7]=2)[CH2:29][CH2:28]1)=[O:21])([CH3:26])([CH3:24])[CH3:25]. (4) Given the reactants [CH3:1][O:2][C:3]1[C:12]([O:13][CH3:14])=[N:11][C:10]2[C:9]([C:15](Cl)=[O:16])=[C:8]([CH3:18])[C:7]([N+:19]([O-:21])=[O:20])=[CH:6][C:5]=2[N:4]=1.[NH2:22][C:23]1[CH:28]=[CH:27][C:26]([CH3:29])=[CH:25][CH:24]=1, predict the reaction product. The product is: [C:26]1([CH3:29])[CH:27]=[CH:28][C:23]([NH:22][C:15]([C:9]2[C:10]3[N:11]=[C:12]([O:13][CH3:14])[C:3]([O:2][CH3:1])=[N:4][C:5]=3[CH:6]=[C:7]([N+:19]([O-:21])=[O:20])[C:8]=2[CH3:18])=[O:16])=[CH:24][CH:25]=1. (5) Given the reactants CC1(C)CC(=O)CC(=O)C1.C(=O)(O)[O-].[Na+].P(OCC)(OCC)OCC.[I-].[C:27]([CH2:30][N+:31]1[CH:36]=[CH:35][CH:34]=[C:33]([C:37]([C:39]2[N:40]=[CH:41][N:42]3[CH:46]=[C:45]([C:47]4[C@H:48]([CH3:64])[C@@H:49]5[C@@H:59]([C@H:60]([OH:62])[CH3:61])[C:58](=[O:63])[N:50]5[C:51]=4[C:52]([O:54]CC=C)=[O:53])[S:44][C:43]=23)=[O:38])[CH:32]=1)(=[O:29])[NH2:28], predict the reaction product. The product is: [C:27]([CH2:30][N+:31]1[CH:36]=[CH:35][CH:34]=[C:33]([C:37]([C:39]2[N:40]=[CH:41][N:42]3[CH:46]=[C:45]([C:47]4[C@H:48]([CH3:64])[C@@H:49]5[C@@H:59]([C@H:60]([OH:62])[CH3:61])[C:58](=[O:63])[N:50]5[C:51]=4[C:52]([O-:54])=[O:53])[S:44][C:43]=23)=[O:38])[CH:32]=1)(=[O:29])[NH2:28]. (6) Given the reactants [C:1]1([CH2:7][CH2:8][O:9][CH2:10][CH2:11][CH:12]=O)[CH:6]=[CH:5][CH:4]=[CH:3][CH:2]=1.[O:14]1[C:18]2([CH2:23][CH2:22][NH:21][CH2:20][CH2:19]2)[O:17][CH2:16][CH2:15]1.C(O[BH-](OC(=O)C)OC(=O)C)(=O)C.[Na+], predict the reaction product. The product is: [C:1]1([CH2:7][CH2:8][O:9][CH2:10][CH2:11][CH2:12][N:21]2[CH2:22][CH2:23][C:18]3([O:17][CH2:16][CH2:15][O:14]3)[CH2:19][CH2:20]2)[CH:2]=[CH:3][CH:4]=[CH:5][CH:6]=1. (7) Given the reactants CO[C:3](=[O:24])[C:4]1[CH:9]=[CH:8][C:7]([O:10][CH2:11][C:12]2[C:13]([C:18]3[CH:23]=[CH:22][CH:21]=[CH:20][N:19]=3)=[N:14][O:15][C:16]=2[CH3:17])=[N:6][CH:5]=1.[NH2:25][CH2:26][CH:27]1[CH2:29][CH2:28]1, predict the reaction product. The product is: [CH:27]1([CH2:26][NH:25][C:3](=[O:24])[C:4]2[CH:9]=[CH:8][C:7]([O:10][CH2:11][C:12]3[C:13]([C:18]4[CH:23]=[CH:22][CH:21]=[CH:20][N:19]=4)=[N:14][O:15][C:16]=3[CH3:17])=[N:6][CH:5]=2)[CH2:29][CH2:28]1.